From a dataset of Forward reaction prediction with 1.9M reactions from USPTO patents (1976-2016). Predict the product of the given reaction. (1) Given the reactants [C:1]1([N:7]=[C:8]=[S:9])[CH:6]=[CH:5][CH:4]=[CH:3][CH:2]=1.C1COCC1.[CH2:15]([NH2:18])[CH2:16][NH2:17].Cl, predict the reaction product. The product is: [NH2:17][CH2:16][CH2:15][NH:18][C:8]([NH:7][C:1]1[CH:6]=[CH:5][CH:4]=[CH:3][CH:2]=1)=[S:9]. (2) Given the reactants [CH2:1]=[CH:2][CH2:3][CH2:4][CH2:5][CH2:6][CH2:7][CH2:8][CH2:9][CH2:10][CH3:11].Br[C:13]1[CH:14]=[C:15]([CH:20]=[CH:21][C:22]=1[O:23][CH3:24])[C:16]([O:18][CH3:19])=[O:17], predict the reaction product. The product is: [CH3:24][O:23][C:22]1[CH:21]=[CH:20][C:15]([C:16]([O:18][CH3:19])=[O:17])=[CH:14][C:13]=1[CH2:11][CH2:10][CH2:9][CH2:8][CH2:7][CH2:6][CH2:5][CH2:4][CH2:3][CH2:2][CH3:1]. (3) Given the reactants [OH-].[Na+].C([O:5][C:6]([C:8]1([CH2:21][O:22][CH3:23])[CH2:13][CH2:12][N:11]([C:14]([O:16][C:17]([CH3:20])([CH3:19])[CH3:18])=[O:15])[CH2:10][CH2:9]1)=[O:7])C, predict the reaction product. The product is: [C:17]([O:16][C:14]([N:11]1[CH2:12][CH2:13][C:8]([CH2:21][O:22][CH3:23])([C:6]([OH:7])=[O:5])[CH2:9][CH2:10]1)=[O:15])([CH3:20])([CH3:19])[CH3:18]. (4) Given the reactants C1CO[C:8]23OCCO[C:3]2([C@:4]2([CH2:27][CH2:26][C@H:25]4[C@@H:15]([CH2:16][C@H:17]([CH2:28][OH:29])[CH:18]5[C@:23]4([CH3:24])[CH2:22][CH2:21][CH2:20][CH2:19]5)[C@@H:6]2[CH2:7]3)[CH3:5])[O:2]1.C([C@@H]1C2[C@](C)(CCC(=[O:50])C2)[C@@H]2[C@H]([C@H]3[C@@](CC2)(C)C(=O)CC3)C1)#N, predict the reaction product. The product is: [OH:29][CH2:28][C@@H:17]1[CH:18]2[C@:23]([CH3:24])([CH2:22][CH2:21][C:20](=[O:50])[CH2:19]2)[C@@H:25]2[C@H:15]([C@H:6]3[C@@:4]([CH2:27][CH2:26]2)([CH3:5])[C:3](=[O:2])[CH2:8][CH2:7]3)[CH2:16]1. (5) Given the reactants [CH3:1][O:2][C:3]([C:5]1[CH:10]=[CH:9][C:8]([C@@H:11]([NH:13][C:14]([C:16]2[CH:17]=[CH:18][CH:19]=[C:20]3[C:24]=2[N:23]([CH2:25][CH:26]2[CH2:31][CH2:30][N:29](C(OC(C)(C)C)=O)[CH2:28][CH2:27]2)[CH:22]=[CH:21]3)=[O:15])[CH3:12])=[CH:7][CH:6]=1)=[O:4].C(OC(=O)C)C.[ClH:45], predict the reaction product. The product is: [ClH:45].[NH:29]1[CH2:28][CH2:27][CH:26]([CH2:25][N:23]2[C:24]3[C:20](=[CH:19][CH:18]=[CH:17][C:16]=3[C:14]([NH:13][C@H:11]([C:8]3[CH:7]=[CH:6][C:5]([C:3]([O:2][CH3:1])=[O:4])=[CH:10][CH:9]=3)[CH3:12])=[O:15])[CH:21]=[CH:22]2)[CH2:31][CH2:30]1. (6) Given the reactants [NH2:1][C:2]1[C:7]2[C:8]([C:11]3[CH:16]=[CH:15][C:14]([NH:17][C:18]([C:20]4[N:21]([CH3:29])[C:22]5[C:27]([CH:28]=4)=[CH:26][CH:25]=[CH:24][CH:23]=5)=[O:19])=[C:13]([O:30][CH3:31])[CH:12]=3)=[CH:9][S:10][C:6]=2[C:5]([C:32]2[S:33][C:34]([CH:38]=O)=[C:35]([CH3:37])[CH:36]=2)=[CH:4][N:3]=1.[NH:40]1[CH2:45][CH2:44][O:43][CH2:42][CH2:41]1, predict the reaction product. The product is: [NH2:1][C:2]1[C:7]2[C:8]([C:11]3[CH:16]=[CH:15][C:14]([NH:17][C:18]([C:20]4[N:21]([CH3:29])[C:22]5[C:27]([CH:28]=4)=[CH:26][CH:25]=[CH:24][CH:23]=5)=[O:19])=[C:13]([O:30][CH3:31])[CH:12]=3)=[CH:9][S:10][C:6]=2[C:5]([C:32]2[S:33][C:34]([CH2:38][N:40]3[CH2:45][CH2:44][O:43][CH2:42][CH2:41]3)=[C:35]([CH3:37])[CH:36]=2)=[CH:4][N:3]=1. (7) The product is: [C:1]([O:5][C:6]([N:8]1[CH2:20][C@@H:19]([CH3:21])[N:18]2[C:10](=[CH:11][C:12]3[C:17]2=[N:16][CH:15]=[C:14]([O:25][CH2:23][CH3:24])[CH:13]=3)[CH2:9]1)=[O:7])([CH3:4])([CH3:3])[CH3:2]. Given the reactants [C:1]([O:5][C:6]([N:8]1[CH2:20][C@@H:19]([CH3:21])[N:18]2[C@H:10]([CH2:11][C:12]3[C:17]2=[N:16][CH:15]=[C:14](F)[CH:13]=3)[CH2:9]1)=[O:7])([CH3:4])([CH3:3])[CH3:2].[CH2:23]([O:25]C1C=C2C(N3C(=C2)C(=O)NCC3C)=NC=1)[CH3:24].[H-].[Al+3].[Li+].[H-].[H-].[H-].C(OC(OC(OC(C)(C)C)=O)=O)(C)(C)C, predict the reaction product. (8) Given the reactants Cl.[NH2:2][C@H:3]1[CH2:7][CH2:6][CH2:5][C@H:4]1[C:8]([O:10][CH3:11])=[O:9].C([O-])(=O)C.[Na+].[F:17][C:18]1[CH:25]=[CH:24][C:21]([CH:22]=O)=[CH:20][CH:19]=1.C([BH3-])#N.[Na+].C(=O)(O)[O-].[Na+], predict the reaction product. The product is: [F:17][C:18]1[CH:25]=[CH:24][C:21]([CH2:22][NH:2][C@H:3]2[CH2:7][CH2:6][CH2:5][C@H:4]2[C:8]([O:10][CH3:11])=[O:9])=[CH:20][CH:19]=1.